Dataset: Catalyst prediction with 721,799 reactions and 888 catalyst types from USPTO. Task: Predict which catalyst facilitates the given reaction. (1) Reactant: C(NC(C)C)(C)C.C([Li])CCC.CCCCCC.[C:19]([CH:21]1[CH2:26][CH2:25][N:24]([C:27]([O:29][C:30]([CH3:33])([CH3:32])[CH3:31])=[O:28])[CH2:23][CH2:22]1)#[N:20].[N+:34]([C:37]1[CH:38]=[C:39]([CH:42]=[CH:43][CH:44]=1)[CH2:40]Br)([O-:36])=[O:35].[NH4+].[Cl-]. Product: [C:19]([C:21]1([CH2:40][C:39]2[CH:42]=[CH:43][CH:44]=[C:37]([N+:34]([O-:36])=[O:35])[CH:38]=2)[CH2:26][CH2:25][N:24]([C:27]([O:29][C:30]([CH3:33])([CH3:32])[CH3:31])=[O:28])[CH2:23][CH2:22]1)#[N:20]. The catalyst class is: 1. (2) Reactant: [F:1][CH:2]([F:14])[N:3]1[C:11]2[C:6](=[CH:7][C:8]([C:12]#[N:13])=[CH:9][CH:10]=2)[CH:5]=[CH:4]1.N. Product: [F:14][CH:2]([F:1])[N:3]1[C:11]2[C:6](=[CH:7][C:8]([CH2:12][NH2:13])=[CH:9][CH:10]=2)[CH:5]=[CH:4]1. The catalyst class is: 94. (3) Reactant: [Cl:1][C:2]1[N:3]=[C:4]([NH:22][C:23]2[CH:31]=[CH:30][CH:29]=[C:28]([F:32])[C:24]=2[C:25]([OH:27])=O)[C:5]2[C:10]([F:11])=[CH:9][N:8]([S:12]([C:15]3[CH:20]=[CH:19][C:18]([CH3:21])=[CH:17][CH:16]=3)(=[O:14])=[O:13])[C:6]=2[N:7]=1.CN(C=O)C.C(Cl)(=O)C(Cl)=O. Product: [ClH:1].[Cl:1][C:2]1[N:3]2[C:4](=[N:22][C:23]3[C:24]([C:25]2=[O:27])=[C:28]([F:32])[CH:29]=[CH:30][CH:31]=3)[C:5]2[C:10]([F:11])=[CH:9][N:8]([S:12]([C:15]3[CH:20]=[CH:19][C:18]([CH3:21])=[CH:17][CH:16]=3)(=[O:13])=[O:14])[C:6]=2[N:7]=1. The catalyst class is: 1. (4) Reactant: [N+:1]([C:4]1[CH:9]=[C:8]([C:10]([F:13])([F:12])[F:11])[CH:7]=[CH:6][C:5]=1[NH:14][CH2:15][C:16]([O:18][C:19]([CH3:22])([CH3:21])[CH3:20])=[O:17])([O-])=O.[C:23](N1C=CN=C1)(N1C=CN=C1)=[S:24].O. Product: [SH:24][C:23]1[N:14]([CH2:15][C:16]([O:18][C:19]([CH3:22])([CH3:21])[CH3:20])=[O:17])[C:5]2[CH:6]=[CH:7][C:8]([C:10]([F:13])([F:12])[F:11])=[CH:9][C:4]=2[N:1]=1. The catalyst class is: 1. (5) Reactant: [C:1](=[O:4])([O-])[O-].[K+].[K+].C(O[C:12]([N:14]1[C:18]2O[N:20]([CH2:23][C:24]3[CH:29]=[CH:28][CH:27]=[CH:26][CH:25]=3)[CH2:21][CH2:22][C:17]=2[C:16]([NH2:30])=[N:15]1)=[O:13])(C)(C)C.ClC[CH2:33][C:34]([N:36]1[CH2:41][CH2:40][N:39]([C:42]2[CH:47]=[CH:46][C:45]([CH3:48])=[CH:44][C:43]=2[CH3:49])[CH2:38][CH2:37]1)=O. Product: [NH2:30][C:16]1[C:17]2[CH2:22][CH2:21][N:20]([CH2:23][C:24]3[CH:25]=[CH:26][CH:27]=[CH:28][CH:29]=3)[C:1](=[O:4])[C:18]=2[N:14]([C:12](=[O:13])[CH2:33][CH2:34][N:36]2[CH2:41][CH2:40][N:39]([C:42]3[CH:47]=[CH:46][C:45]([CH3:48])=[CH:44][C:43]=3[CH3:49])[CH2:38][CH2:37]2)[N:15]=1. The catalyst class is: 10. (6) Reactant: [C:1]1([C:7]2[CH2:8][O:9][C:10]3[CH:16]=[CH:15][CH:14]=[CH:13][C:11]=3[N:12]=2)[CH:6]=[CH:5][CH:4]=[CH:3][CH:2]=1. Product: [C:1]1([C@H:7]2[NH:12][C:11]3[CH:13]=[CH:14][CH:15]=[CH:16][C:10]=3[O:9][CH2:8]2)[CH:2]=[CH:3][CH:4]=[CH:5][CH:6]=1. The catalyst class is: 11. (7) Reactant: [F:1][C:2]([F:29])([F:28])[C:3]([NH:5][CH2:6][C:7]1[CH:11]=[C:10]([C:12]2[CH:17]=[CH:16][CH:15]=[CH:14][CH:13]=2)[N:9]([S:18]([C:21]2[CH:26]=[CH:25][C:24]([CH3:27])=[CH:23][CH:22]=2)(=[O:20])=[O:19])[CH:8]=1)=[O:4].B.[OH2:31]. Product: [F:1][C:2]([F:29])([F:28])[C:3]([OH:31])=[O:4].[F:29][C:2]([F:1])([F:28])[CH2:3][NH:5][CH2:6][C:7]1[CH:11]=[C:10]([C:12]2[CH:13]=[CH:14][CH:15]=[CH:16][CH:17]=2)[N:9]([S:18]([C:21]2[CH:22]=[CH:23][C:24]([CH3:27])=[CH:25][CH:26]=2)(=[O:20])=[O:19])[CH:8]=1. The catalyst class is: 7. (8) Reactant: [C:1]([O:5][C:6](=[O:20])[CH2:7][N:8]1[CH:12]=[CH:11][C:10]([C:13]2[CH:14]=[N:15][C:16]([NH2:19])=[N:17][CH:18]=2)=[N:9]1)([CH3:4])([CH3:3])[CH3:2].Cl[CH:22]([C:32]1([C:35]2[CH:36]=[C:37]3[C:42](=[CH:43][CH:44]=2)[N:41]=[CH:40][CH:39]=[CH:38]3)[CH2:34][CH2:33]1)[CH:23](N1C(=O)CCC1=O)O. Product: [N:41]1[C:42]2[C:37](=[CH:36][C:35]([C:32]3([C:22]4[N:17]5[CH:18]=[C:13]([C:10]6[CH:11]=[CH:12][N:8]([CH2:7][C:6]([O:5][C:1]([CH3:4])([CH3:2])[CH3:3])=[O:20])[N:9]=6)[CH:14]=[N:15][C:16]5=[N:19][CH:23]=4)[CH2:34][CH2:33]3)=[CH:44][CH:43]=2)[CH:38]=[CH:39][CH:40]=1. The catalyst class is: 8. (9) Reactant: [CH:1]1([C:4]2[CH:5]=[C:6]([C:14]([O:16]C)=[O:15])[CH:7]=[C:8]([CH:13]=2)[C:9]([O:11][CH3:12])=[O:10])[CH2:3][CH2:2]1.[OH-].[K+]. Product: [CH:1]1([C:4]2[CH:5]=[C:6]([C:14]([OH:16])=[O:15])[CH:7]=[C:8]([CH:13]=2)[C:9]([OH:11])=[O:10])[CH2:2][CH2:3]1.[CH:1]1([C:4]2[CH:5]=[C:6]([CH:7]=[C:8]([C:9]([O:11][CH3:12])=[O:10])[CH:13]=2)[C:14]([OH:16])=[O:15])[CH2:2][CH2:3]1. The catalyst class is: 92.